From a dataset of Full USPTO retrosynthesis dataset with 1.9M reactions from patents (1976-2016). Predict the reactants needed to synthesize the given product. (1) Given the product [Br:1][CH2:22][CH2:23][CH:24]1[CH2:29][CH2:28][CH2:27][N:26]([C:30]([O:32][CH2:33][C:34]2[CH:39]=[CH:38][CH:37]=[CH:36][CH:35]=2)=[O:31])[CH2:25]1, predict the reactants needed to synthesize it. The reactants are: [Br:1]CCCC1CCCCN1C(OCC1C=CC=CC=1)=O.O[CH2:22][CH2:23][CH:24]1[CH2:29][CH2:28][CH2:27][N:26]([C:30]([O:32][CH2:33][C:34]2[CH:39]=[CH:38][CH:37]=[CH:36][CH:35]=2)=[O:31])[CH2:25]1. (2) Given the product [ClH:37].[CH2:1]([O:8][C:9]1[CH:14]=[CH:13][N:12]([C:15]2[CH:20]=[CH:19][C:18]3[C:21]4[CH2:22][NH:23][CH2:24][CH2:25][CH2:26][C:27]=4[S:28][C:17]=3[CH:16]=2)[C:11](=[O:36])[CH:10]=1)[C:2]1[CH:7]=[CH:6][CH:5]=[CH:4][CH:3]=1, predict the reactants needed to synthesize it. The reactants are: [CH2:1]([O:8][C:9]1[CH:14]=[CH:13][N:12]([C:15]2[CH:20]=[CH:19][C:18]3[C:21]4[CH2:22][N:23](C(OC(C)(C)C)=O)[CH2:24][CH2:25][CH2:26][C:27]=4[S:28][C:17]=3[CH:16]=2)[C:11](=[O:36])[CH:10]=1)[C:2]1[CH:7]=[CH:6][CH:5]=[CH:4][CH:3]=1.[ClH:37]. (3) Given the product [CH2:1]([C:5]1[CH:10]=[C:9]([C:11]2[O:24][C:14]([C:15]3[CH:20]=[C:19]([CH3:21])[N:18]=[C:17]([CH3:22])[CH:16]=3)=[N:13][CH:12]=2)[CH:8]=[C:7]([CH3:25])[N:6]=1)[CH:2]([CH3:4])[CH3:3], predict the reactants needed to synthesize it. The reactants are: [CH2:1]([C:5]1[CH:10]=[C:9]([C:11](=[O:24])[CH2:12][NH:13][C:14](=O)[C:15]2[CH:20]=[C:19]([CH3:21])[N:18]=[C:17]([CH3:22])[CH:16]=2)[CH:8]=[C:7]([CH3:25])[N:6]=1)[CH:2]([CH3:4])[CH3:3].CC[N+](S(N=C(OC)[O-])(=O)=O)(CC)CC. (4) Given the product [CH:23]1([C:20]2[N:19]=[C:18]([C:12]3[N:8]4[CH2:9][CH2:10][O:11][C:5]5[CH:4]=[CH:3][C:2]([C:36]#[C:35][C@@:33]([OH:37])([C:28]6[N:29]=[CH:30][CH:31]=[CH:32][N:27]=6)[CH3:34])=[CH:26][C:6]=5[C:7]4=[N:14][C:13]=3[C:15]([NH2:17])=[O:16])[NH:22][N:21]=2)[CH2:25][CH2:24]1, predict the reactants needed to synthesize it. The reactants are: Br[C:2]1[CH:3]=[CH:4][C:5]2[O:11][CH2:10][CH2:9][N:8]3[C:12]([C:18]4[NH:22][N:21]=[C:20]([CH:23]5[CH2:25][CH2:24]5)[N:19]=4)=[C:13]([C:15]([NH2:17])=[O:16])[N:14]=[C:7]3[C:6]=2[CH:26]=1.[N:27]1[CH:32]=[CH:31][CH:30]=[N:29][C:28]=1[C@:33]([OH:37])([C:35]#[CH:36])[CH3:34].C(NC(C)C)(C)C. (5) Given the product [CH2:4]([O:6][CH:7]1[CH2:12][CH2:11][N:10]([C:13]([C:15]2[CH:16]=[C:17]([CH:18]=[CH:19][C:20]=2[F:21])[CH2:22][C:23]2[C:25]3[C:26](=[C:27]([CH3:31])[NH:28][C:29]=3[CH3:30])[C:32](=[O:34])[NH:2][N:3]=2)=[O:14])[CH2:9][CH2:8]1)[CH3:5], predict the reactants needed to synthesize it. The reactants are: O.[NH2:2][NH2:3].[CH2:4]([O:6][CH:7]1[CH2:12][CH2:11][N:10]([C:13]([C:15]2[CH:16]=[C:17]([CH2:22][C:23]([C:25]3[C:26]([C:32]([O:34]C)=O)=[C:27]([CH3:31])[NH:28][C:29]=3[CH3:30])=O)[CH:18]=[CH:19][C:20]=2[F:21])=[O:14])[CH2:9][CH2:8]1)[CH3:5]. (6) Given the product [C:1]([O:4][CH2:5][CH2:6][C:7]1[CH:8]=[C:9]([C:15]([F:22])([F:21])[C:16]([O:18][CH2:19][CH3:20])=[O:17])[CH:10]=[CH:11][CH:12]=1)(=[O:3])[CH3:2], predict the reactants needed to synthesize it. The reactants are: [C:1]([O:4][CH2:5][CH2:6][C:7]1[CH:12]=[CH:11][CH:10]=[C:9](I)[CH:8]=1)(=[O:3])[CH3:2].Br[C:15]([F:22])([F:21])[C:16]([O:18][CH2:19][CH3:20])=[O:17].[Cl-].[NH4+]. (7) Given the product [O:1]1[C:7]2[CH:8]=[CH:9][CH:10]=[CH:11][C:6]=2[CH2:5][N:4]([S:12]([Cl:15])(=[O:14])=[O:13])[CH2:3][CH2:2]1, predict the reactants needed to synthesize it. The reactants are: [O:1]1[C:7]2[CH:8]=[CH:9][CH:10]=[CH:11][C:6]=2[CH2:5][NH:4][CH2:3][CH2:2]1.[S:12](Cl)([Cl:15])(=[O:14])=[O:13].C(N(C(C)C)C(C)C)C.COC1C=C2C(CCN(S(Cl)(=O)=O)C2)=CC=1. (8) Given the product [C:29]([NH:28][CH:14]([B:15]1[O:23][CH:22]2[C:17]([CH3:27])([CH:18]3[CH2:24][CH:20]([CH2:21]2)[C:19]3([CH3:26])[CH3:25])[O:16]1)[CH2:13][C:9]1[C:8]([O:34][CH3:35])=[C:7]([CH:12]=[CH:11][CH:10]=1)[C:6]([OH:36])=[O:5])(=[O:33])[CH2:30][CH2:31][CH3:32], predict the reactants needed to synthesize it. The reactants are: C([O:5][C:6](=[O:36])[C:7]1[CH:12]=[CH:11][CH:10]=[C:9]([CH2:13][CH:14]([NH:28][C:29](=[O:33])[CH2:30][CH2:31][CH3:32])[B:15]2[O:23][CH:22]3[C:17]([CH3:27])([CH:18]4[CH2:24][CH:20]([CH2:21]3)[C:19]4([CH3:26])[CH3:25])[O:16]2)[C:8]=1[O:34][CH3:35])(C)(C)C.FC(F)(F)C(O)=O. (9) Given the product [F:1][C:2]12[CH2:4][CH:3]1[CH2:5][C:10]1[N:11]([CH2:19][C:20]3[CH:25]=[CH:24][C:23]([O:26][CH3:27])=[CH:22][CH:21]=3)[N:12]=[C:13]([C:15]([F:17])([F:18])[F:16])[C:14]=12, predict the reactants needed to synthesize it. The reactants are: [F:1][C:2]12[C:14]3[C:13]([C:15]([F:18])([F:17])[F:16])=[N:12][N:11]([CH2:19][C:20]4[CH:25]=[CH:24][C:23]([O:26][CH3:27])=[CH:22][CH:21]=4)[C:10]=3[C:5]3(SCCS3)[CH:3]1[CH2:4]2. (10) Given the product [OH:1][C:2]1[C:7]([CH:8]([CH3:9])[CH3:10])=[C:6]([CH3:11])[N:5]=[CH:4][N:3]=1, predict the reactants needed to synthesize it. The reactants are: [OH:1][C:2]1[C:7]([CH:8]([CH3:10])[CH3:9])=[C:6]([CH3:11])[N:5]=[C:4](S)[N:3]=1.